This data is from Cav3 T-type calcium channel HTS with 100,875 compounds. The task is: Binary Classification. Given a drug SMILES string, predict its activity (active/inactive) in a high-throughput screening assay against a specified biological target. (1) The molecule is S1(=O)(=O)CC(N(C)C(=O)c2ccccc2)(CC1)C. The result is 0 (inactive). (2) The result is 0 (inactive). The drug is O(CC(=O)NCCN1CCCC1)c1ccc(cc1)C. (3) The molecule is O=C1N(C(=O)N(C(=O)C21C1N(CCC(C1)C)c1nc3n(c(=O)c1C2)cccc3)C)C. The result is 0 (inactive). (4) The molecule is NC=1C(C(C2CN(CC=C2C1C#N)C)Cc1ccccc1)(C#N)C#N. The result is 0 (inactive).